Dataset: Aqueous solubility values for 9,982 compounds from the AqSolDB database. Task: Regression/Classification. Given a drug SMILES string, predict its absorption, distribution, metabolism, or excretion properties. Task type varies by dataset: regression for continuous measurements (e.g., permeability, clearance, half-life) or binary classification for categorical outcomes (e.g., BBB penetration, CYP inhibition). For this dataset (solubility_aqsoldb), we predict Y. (1) The molecule is CCCCCCCC/C=C\CCCCCCCCCCCC(=O)OCCCCCCCC/C=C\CCCCCCCC. The Y is -7.07 log mol/L. (2) The drug is COc1cccc2ccccc12. The Y is -4.20 log mol/L.